The task is: Regression. Given two drug SMILES strings and cell line genomic features, predict the synergy score measuring deviation from expected non-interaction effect.. This data is from NCI-60 drug combinations with 297,098 pairs across 59 cell lines. Drug 1: CC1C(C(CC(O1)OC2CC(CC3=C2C(=C4C(=C3O)C(=O)C5=C(C4=O)C(=CC=C5)OC)O)(C(=O)CO)O)N)O.Cl. Drug 2: C1C(C(OC1N2C=NC3=C2NC=NCC3O)CO)O. Cell line: MALME-3M. Synergy scores: CSS=-1.38, Synergy_ZIP=3.90, Synergy_Bliss=-1.34, Synergy_Loewe=-3.13, Synergy_HSA=-2.80.